From a dataset of Catalyst prediction with 721,799 reactions and 888 catalyst types from USPTO. Predict which catalyst facilitates the given reaction. Reactant: [OH:1][C:2]1[CH:9]=[C:8]([O:10][C:11]2[CH:16]=[CH:15][C:14]([N+:17]([O-:19])=[O:18])=[CH:13][CH:12]=2)[CH:7]=[CH:6][C:3]=1[C:4]#[N:5].C([O-])([O-])=O.[K+].[K+].I[CH2:27][CH3:28]. Product: [CH2:27]([O:1][C:2]1[CH:9]=[C:8]([O:10][C:11]2[CH:16]=[CH:15][C:14]([N+:17]([O-:19])=[O:18])=[CH:13][CH:12]=2)[CH:7]=[CH:6][C:3]=1[C:4]#[N:5])[CH3:28]. The catalyst class is: 3.